This data is from Catalyst prediction with 721,799 reactions and 888 catalyst types from USPTO. The task is: Predict which catalyst facilitates the given reaction. (1) Reactant: [I:1][C:2]1[CH:3]=[C:4]([C:8]2[O:12][C:11](=[O:13])[NH:10][N:9]=2)[CH:5]=[CH:6][CH:7]=1.[C:14](=O)([O-])[O-].[K+].[K+].CI.O. Product: [I:1][C:2]1[CH:3]=[C:4]([C:8]2[O:12][C:11](=[O:13])[N:10]([CH3:14])[N:9]=2)[CH:5]=[CH:6][CH:7]=1. The catalyst class is: 3. (2) Reactant: [CH3:1][N:2]1[CH:6]=[C:5]([C:7]2[C:11]([CH3:12])=[C:10]([NH:13][C:14](=O)[O:15]C3C=CC=CC=3)[N:9]([C:23]3[CH:28]=[CH:27][CH:26]=[CH:25][CH:24]=3)[N:8]=2)[CH:4]=[N:3]1.[CH:29]1([C:33]2[CH:38]=[C:37]([F:39])[C:36]([CH2:40][O:41][CH3:42])=[CH:35][C:34]=2[CH2:43][NH2:44])[CH2:32][CH2:31][CH2:30]1.C(N(C(C)C)C(C)C)C. The catalyst class is: 26. Product: [CH:29]1([C:33]2[CH:38]=[C:37]([F:39])[C:36]([CH2:40][O:41][CH3:42])=[CH:35][C:34]=2[CH2:43][NH:44][C:14]([NH:13][C:10]2[N:9]([C:23]3[CH:24]=[CH:25][CH:26]=[CH:27][CH:28]=3)[N:8]=[C:7]([C:5]3[CH:4]=[N:3][N:2]([CH3:1])[CH:6]=3)[C:11]=2[CH3:12])=[O:15])[CH2:30][CH2:31][CH2:32]1.